From a dataset of Peptide-MHC class II binding affinity with 134,281 pairs from IEDB. Regression. Given a peptide amino acid sequence and an MHC pseudo amino acid sequence, predict their binding affinity value. This is MHC class II binding data. (1) The peptide sequence is QLIYPLISPSFLVYS. The MHC is HLA-DQA10101-DQB10501 with pseudo-sequence HLA-DQA10101-DQB10501. The binding affinity (normalized) is 0. (2) The peptide sequence is LVKPGAGIMIFDPYG. The MHC is HLA-DPA10301-DPB10402 with pseudo-sequence HLA-DPA10301-DPB10402. The binding affinity (normalized) is 0.214. (3) The peptide sequence is VKLRDLKTYSVQLKL. The MHC is DRB1_1101 with pseudo-sequence DRB1_1101. The binding affinity (normalized) is 0.638. (4) The peptide sequence is GPLDKEAIEERVERI. The MHC is DRB1_1101 with pseudo-sequence DRB1_1101. The binding affinity (normalized) is 0. (5) The peptide sequence is LVKYEGDTMAEVELR. The MHC is HLA-DPA10103-DPB10201 with pseudo-sequence HLA-DPA10103-DPB10201. The binding affinity (normalized) is 0.359. (6) The peptide sequence is RSLSNKIKQKTKQIG. The MHC is HLA-DQA10201-DQB10303 with pseudo-sequence HLA-DQA10201-DQB10303. The binding affinity (normalized) is 0.